Dataset: Catalyst prediction with 721,799 reactions and 888 catalyst types from USPTO. Task: Predict which catalyst facilitates the given reaction. (1) Reactant: [Li]CCCC.C(NC(C)C)(C)C.[Cl:13][C:14]([Cl:25])([Cl:24])[C@@H:15]1[N:19]2[CH2:20][CH2:21][CH2:22][C@H:18]2[C:17](=[O:23])[O:16]1.Cl[CH2:27][O:28][CH2:29][C:30]1[CH:35]=[CH:34][CH:33]=[CH:32][CH:31]=1. Product: [CH2:29]([O:28][CH2:27][C@@:18]12[CH2:22][CH2:21][CH2:20][N:19]1[C@@H:15]([C:14]([Cl:13])([Cl:24])[Cl:25])[O:16][C:17]2=[O:23])[C:30]1[CH:35]=[CH:34][CH:33]=[CH:32][CH:31]=1. The catalyst class is: 1. (2) Reactant: [CH3:1][O:2][C:3]1[N:8]=[C:7](O)[CH:6]=[CH:5][CH:4]=1.[OH:10][CH:11]1[CH2:14][N:13]([C:15]2[CH:20]=[CH:19][C:18]([C@@H:21]([NH:23][C:24](=[O:26])[CH3:25])[CH3:22])=[CH:17][CH:16]=2)[CH2:12]1.C1(P(C2C=CC=CC=2)C2C=CC=CC=2)C=CC=CC=1.N(C(OC(C)(C)C)=O)=NC(OC(C)(C)C)=O. Product: [CH3:1][O:2][C:3]1[N:8]=[C:7]([O:10][CH:11]2[CH2:12][N:13]([C:15]3[CH:16]=[CH:17][C:18]([C@@H:21]([NH:23][C:24](=[O:26])[CH3:25])[CH3:22])=[CH:19][CH:20]=3)[CH2:14]2)[CH:6]=[CH:5][CH:4]=1. The catalyst class is: 1. (3) Reactant: [CH2:1]([O:3][C:4]([C:6]1[C:7](=[O:22])[C:8]2[C:13]([C:14]=1[C:15]1[CH:20]=[CH:19][CH:18]=[CH:17][CH:16]=1)=[CH:12][CH:11]=[C:10]([OH:21])[CH:9]=2)=[O:5])[CH3:2].C(=O)([O-])[O-].[K+].[K+].[I-].[Na+].Br[CH2:32][CH2:33][CH2:34][C:35]1[CH:40]=[CH:39][CH:38]=[CH:37][CH:36]=1. Product: [CH2:1]([O:3][C:4]([C:6]1[C:7](=[O:22])[C:8]2[C:13]([C:14]=1[C:15]1[CH:20]=[CH:19][CH:18]=[CH:17][CH:16]=1)=[CH:12][CH:11]=[C:10]([O:21][CH2:32][CH2:33][CH2:34][C:35]1[CH:40]=[CH:39][CH:38]=[CH:37][CH:36]=1)[CH:9]=2)=[O:5])[CH3:2]. The catalyst class is: 9. (4) Reactant: C([O:3][C:4]([C:6]1[N:7]=[N:8][C:9]([O:12][CH2:13][C:14]2[C:15]([CH2:20][CH2:21][CH2:22][CH3:23])=[N:16][O:17][C:18]=2[CH3:19])=[CH:10][CH:11]=1)=[O:5])C.O.[OH-].[Li+].Cl. Product: [CH2:20]([C:15]1[C:14]([CH2:13][O:12][C:9]2[N:8]=[N:7][C:6]([C:4]([OH:5])=[O:3])=[CH:11][CH:10]=2)=[C:18]([CH3:19])[O:17][N:16]=1)[CH2:21][CH2:22][CH3:23]. The catalyst class is: 20. (5) Reactant: [Cl:1][C:2]1[CH:3]=[C:4]([CH:8]=[CH:9][C:10]=1[OH:11])[C:5]([OH:7])=[O:6].[Br:12][C:13]1[CH:20]=[CH:19][CH:18]=[C:17](F)[C:14]=1[C:15]#[N:16].C(=O)([O-])[O-].[K+].[K+].O. Product: [Br:12][C:13]1[C:14]([C:15]#[N:16])=[C:17]([CH:18]=[CH:19][CH:20]=1)[O:11][C:10]1[CH:9]=[CH:8][C:4]([C:5]([OH:7])=[O:6])=[CH:3][C:2]=1[Cl:1]. The catalyst class is: 9. (6) Reactant: Cl[CH2:2][C@H:3]1[O:8][C:7]([CH3:10])([CH3:9])[O:6][C@@H:5]([CH2:11][C:12]([O:14][C:15]([CH3:24])([CH3:23])[CH2:16][C:17]2[CH:22]=[CH:21][CH:20]=[CH:19][CH:18]=2)=[O:13])[CH2:4]1.[C:25]1([N:31]2[C:35]([S-:36])=[N:34][N:33]=[N:32]2)[CH:30]=[CH:29][CH:28]=[CH:27][CH:26]=1.[Na+]. Product: [CH3:9][C:7]1([CH3:10])[O:6][C@@H:5]([CH2:11][C:12]([O:14][C:15]([CH3:24])([CH3:23])[CH2:16][C:17]2[CH:22]=[CH:21][CH:20]=[CH:19][CH:18]=2)=[O:13])[CH2:4][C@@H:3]([CH2:2][S:36][C:35]2[N:31]([C:25]3[CH:30]=[CH:29][CH:28]=[CH:27][CH:26]=3)[N:32]=[N:33][N:34]=2)[O:8]1. The catalyst class is: 9.